This data is from Full USPTO retrosynthesis dataset with 1.9M reactions from patents (1976-2016). The task is: Predict the reactants needed to synthesize the given product. (1) The reactants are: [CH3:1][C:2]1([C:7]2[N:8]=[C:9]([CH2:12][N:13]3[N:17]=[C:16]([NH2:18])[CH:15]=[N:14]3)[S:10][CH:11]=2)[O:6]CCO1.[F:19][C:20]([F:34])([F:33])[O:21][C:22]1[CH:23]=[C:24](/[CH:28]=[CH:29]/[C:30](O)=[O:31])[CH:25]=[CH:26][CH:27]=1. Given the product [C:2]([C:7]1[N:8]=[C:9]([CH2:12][N:13]2[N:17]=[C:16]([NH:18][C:30](=[O:31])/[CH:29]=[CH:28]/[C:24]3[CH:25]=[CH:26][CH:27]=[C:22]([O:21][C:20]([F:33])([F:34])[F:19])[CH:23]=3)[CH:15]=[N:14]2)[S:10][CH:11]=1)(=[O:6])[CH3:1], predict the reactants needed to synthesize it. (2) Given the product [CH3:1][O:2][C:3]([C:5]1[N:10]=[CH:9][C:8]2[N:22]=[C:23]([C:25]3[CH:26]=[CH:27][CH:28]=[CH:29][CH:30]=3)[O:24][C:7]=2[C:6]=1[OH:31])=[O:4], predict the reactants needed to synthesize it. The reactants are: [CH3:1][O:2][C:3]([CH:5]1[N:10](CC2C=CC(OC)=CC=2OC)[CH2:9][C:8]2[N:22]=[C:23]([C:25]3[CH:30]=[CH:29][CH:28]=[CH:27][CH:26]=3)[O:24][C:7]=2[C:6]1=[O:31])=[O:4].S(Cl)(Cl)=O.